This data is from Reaction yield outcomes from USPTO patents with 853,638 reactions. The task is: Predict the reaction yield, written as a fraction of the theoretical maximum amount of product (1.0 means a 100% yield; for example, 0.34 means a 34% yield). (1) The product is [C:11]([C:9]1[S:8][C:7]2=[C:2]([N:14]3[CH2:19][CH2:18][CH:17]([CH2:20][CH2:21][NH:22][C:23](=[O:29])[O:24][C:25]([CH3:27])([CH3:26])[CH3:28])[CH2:16][CH2:15]3)[N:3]=[CH:4][CH:5]=[C:6]2[CH:10]=1)(=[O:12])[NH2:13]. The catalyst is CN1C(=O)CCC1. The reactants are Cl[C:2]1[N:3]=[CH:4][CH:5]=[C:6]2[CH:10]=[C:9]([C:11]([NH2:13])=[O:12])[S:8][C:7]=12.[NH:14]1[CH2:19][CH2:18][CH:17]([CH2:20][CH2:21][NH:22][C:23](=[O:29])[O:24][C:25]([CH3:28])([CH3:27])[CH3:26])[CH2:16][CH2:15]1.CCN(C(C)C)C(C)C. The yield is 0.200. (2) The reactants are [CH3:1][CH:2]([CH2:9][O:10][C:11]1[CH:16]=[CH:15][C:14]([C:17]([F:20])([F:19])[F:18])=[CH:13][C:12]=1[O:21][C:22]1[CH:27]=[CH:26][CH:25]=[CH:24][CH:23]=1)[CH2:3][O:4]S(C)(=O)=O.C[O:29][C:30](=[O:42])[CH:31]([O:33][C:34]1[CH:39]=[CH:38][C:37](O)=[CH:36][C:35]=1[CH3:41])C. No catalyst specified. The product is [CH3:41][C:35]1([O:4][CH2:3][CH:2]([CH3:1])[CH2:9][O:10][C:11]2[CH:16]=[CH:15][C:14]([C:17]([F:20])([F:19])[F:18])=[CH:13][C:12]=2[O:21][C:22]2[CH:27]=[CH:26][CH:25]=[CH:24][CH:23]=2)[CH:36]=[CH:37][CH:38]=[CH:39][CH:34]1[O:33][CH2:31][C:30]([OH:42])=[O:29]. The yield is 0.320. (3) The reactants are [CH:1]([C:3]1[CH:18]=[CH:17][C:6]([O:7][C:8]2[CH:16]=[CH:15][C:11]([C:12]([NH2:14])=[O:13])=[CH:10][N:9]=2)=[CH:5][CH:4]=1)=O.[C:19]1([CH:25]([N:27]2[CH2:32][CH2:31][NH:30][CH2:29][CH2:28]2)[CH3:26])[CH:24]=[CH:23][CH:22]=[CH:21][CH:20]=1.[BH4-].[Na+]. The catalyst is CO. The product is [C:19]1([CH:25]([N:27]2[CH2:28][CH2:29][N:30]([CH2:1][C:3]3[CH:18]=[CH:17][C:6]([O:7][C:8]4[CH:16]=[CH:15][C:11]([C:12]([NH2:14])=[O:13])=[CH:10][N:9]=4)=[CH:5][CH:4]=3)[CH2:31][CH2:32]2)[CH3:26])[CH:24]=[CH:23][CH:22]=[CH:21][CH:20]=1. The yield is 0.230. (4) The reactants are [CH2:1]([O:8][C:9](=[O:23])[CH2:10][C@H:11]([NH:15][C:16]([O:18][C:19]([CH3:22])([CH3:21])[CH3:20])=[O:17])[C:12]([OH:14])=O)[C:2]1[CH:7]=[CH:6][CH:5]=[CH:4][CH:3]=1.CCN(C(C)C)C(C)C.[NH2:33][C@H:34]([CH2:48][CH2:49][C:50]1[CH:55]=[CH:54][C:53]([C:56]([F:59])([F:58])[F:57])=[CH:52][CH:51]=1)[C:35]([NH:37][C:38]1[CH:39]=[C:40]2[C:45](=[CH:46][CH:47]=1)[N:44]=[CH:43][CH:42]=[CH:41]2)=[O:36].CN(C(ON1N=NC2C=CC=CC1=2)=[N+](C)C)C.[B-](F)(F)(F)F. The catalyst is C(Cl)Cl. The product is [C:19]([O:18][C:16]([NH:15][C@H:11]([C:12](=[O:14])[NH:33][C@@H:34]([C:35](=[O:36])[NH:37][C:38]1[CH:39]=[C:40]2[C:45](=[CH:46][CH:47]=1)[N:44]=[CH:43][CH:42]=[CH:41]2)[CH2:48][CH2:49][C:50]1[CH:55]=[CH:54][C:53]([C:56]([F:59])([F:58])[F:57])=[CH:52][CH:51]=1)[CH2:10][C:9]([O:8][CH2:1][C:2]1[CH:3]=[CH:4][CH:5]=[CH:6][CH:7]=1)=[O:23])=[O:17])([CH3:22])([CH3:21])[CH3:20]. The yield is 0.750.